Dataset: Full USPTO retrosynthesis dataset with 1.9M reactions from patents (1976-2016). Task: Predict the reactants needed to synthesize the given product. Given the product [Br:22][C:23]1[CH:30]=[CH:29][CH:28]=[CH:27][C:24]=1[CH2:25][N:6]1[C:2]([CH3:21])([CH3:1])[C:3](=[O:20])[N:4]([C:8]2[CH:13]=[CH:12][C:11]([S:14][CH3:15])=[C:10]([C:16]([F:19])([F:18])[F:17])[CH:9]=2)[C:5]1=[O:7], predict the reactants needed to synthesize it. The reactants are: [CH3:1][C:2]1([CH3:21])[NH:6][C:5](=[O:7])[N:4]([C:8]2[CH:13]=[CH:12][C:11]([S:14][CH3:15])=[C:10]([C:16]([F:19])([F:18])[F:17])[CH:9]=2)[C:3]1=[O:20].[Br:22][C:23]1[CH:30]=[CH:29][CH:28]=[CH:27][C:24]=1[CH2:25]Br.